From a dataset of NCI-60 drug combinations with 297,098 pairs across 59 cell lines. Regression. Given two drug SMILES strings and cell line genomic features, predict the synergy score measuring deviation from expected non-interaction effect. (1) Drug 1: CC1=C2C(C(=O)C3(C(CC4C(C3C(C(C2(C)C)(CC1OC(=O)C(C(C5=CC=CC=C5)NC(=O)OC(C)(C)C)O)O)OC(=O)C6=CC=CC=C6)(CO4)OC(=O)C)OC)C)OC. Drug 2: CC1C(C(=O)NC(C(=O)N2CCCC2C(=O)N(CC(=O)N(C(C(=O)O1)C(C)C)C)C)C(C)C)NC(=O)C3=C4C(=C(C=C3)C)OC5=C(C(=O)C(=C(C5=N4)C(=O)NC6C(OC(=O)C(N(C(=O)CN(C(=O)C7CCCN7C(=O)C(NC6=O)C(C)C)C)C)C(C)C)C)N)C. Cell line: NCI-H226. Synergy scores: CSS=28.9, Synergy_ZIP=4.76, Synergy_Bliss=6.38, Synergy_Loewe=-1.89, Synergy_HSA=6.30. (2) Drug 1: C1=CC(=C2C(=C1NCCNCCO)C(=O)C3=C(C=CC(=C3C2=O)O)O)NCCNCCO. Drug 2: C1=CC=C(C=C1)NC(=O)CCCCCCC(=O)NO. Cell line: NCI-H322M. Synergy scores: CSS=33.1, Synergy_ZIP=0.658, Synergy_Bliss=4.82, Synergy_Loewe=3.48, Synergy_HSA=6.13. (3) Drug 1: C1CC(=O)NC(=O)C1N2CC3=C(C2=O)C=CC=C3N. Drug 2: C1=CC(=CC=C1CCC2=CNC3=C2C(=O)NC(=N3)N)C(=O)NC(CCC(=O)O)C(=O)O. Cell line: TK-10. Synergy scores: CSS=48.2, Synergy_ZIP=4.39, Synergy_Bliss=3.98, Synergy_Loewe=-8.43, Synergy_HSA=4.26.